From a dataset of Retrosynthesis with 50K atom-mapped reactions and 10 reaction types from USPTO. Predict the reactants needed to synthesize the given product. (1) Given the product COc1cc(CO)cc(OC)c1OCc1nc(-c2ccccc2)oc1C, predict the reactants needed to synthesize it. The reactants are: COc1cc(C=O)cc(OC)c1OCc1nc(-c2ccccc2)oc1C. (2) The reactants are: CC(C)(C)[O-].CC(C)(CCl)C(=O)Cl. Given the product CC(C)(C)OC(=O)C(C)(C)CCl, predict the reactants needed to synthesize it.